Dataset: Full USPTO retrosynthesis dataset with 1.9M reactions from patents (1976-2016). Task: Predict the reactants needed to synthesize the given product. (1) Given the product [OH:13][C:10]([C:7]1[CH:8]=[CH:9][C:4]([CH2:1][CH:19]([OH:18])[CH2:20][OH:22])=[CH:5][CH:6]=1)([CH3:12])[CH3:11], predict the reactants needed to synthesize it. The reactants are: [CH2:1]([C:4]1[CH:9]=[CH:8][C:7]([C:10]([OH:13])([CH3:12])[CH3:11])=[CH:6][CH:5]=1)C=C.CN1[CH2:20][CH2:19][O:18]CC1.S(S([O-])=O)([O-])=[O:22].[O-][Si]([O-])=O.[Mg+2]. (2) The reactants are: [OH:1][CH2:2][C:3]([NH:24]C(=O)C)([CH2:22][OH:23])[CH:4]1[CH2:13][CH2:12][C:11]2[C:6](=[CH:7][CH:8]=[C:9]([CH2:14][CH2:15][CH2:16][CH2:17][CH2:18][CH2:19][CH2:20][CH3:21])[CH:10]=2)[CH2:5]1.[OH-].[Li+].OCC(NC(=O)C)C1CCC2C(=CC=C(CCCCCCCC)C=2)C1. Given the product [NH2:24][C:3]([CH:4]1[CH2:13][CH2:12][C:11]2[C:6](=[CH:7][CH:8]=[C:9]([CH2:14][CH2:15][CH2:16][CH2:17][CH2:18][CH2:19][CH2:20][CH3:21])[CH:10]=2)[CH2:5]1)([CH2:22][OH:23])[CH2:2][OH:1], predict the reactants needed to synthesize it. (3) Given the product [C:36]([O:35][C:33]([N:16]1[C:20](=[O:21])[CH2:19][CH2:18][C@H:17]1[C:22](=[O:24])[NH:32][CH2:25][C:26]1[CH:31]=[CH:30][CH:29]=[CH:28][CH:27]=1)=[O:34])([CH3:39])([CH3:38])[CH3:37], predict the reactants needed to synthesize it. The reactants are: C1(N=C=NC2CCCCC2)CCCCC1.[NH:16]1[C:20](=[O:21])[CH2:19][CH2:18][C@H:17]1[C:22]([OH:24])=O.[CH2:25]([NH2:32])[C:26]1[CH:31]=[CH:30][CH:29]=[CH:28][CH:27]=1.[C:33](OC([O-])=O)([O:35][C:36]([CH3:39])([CH3:38])[CH3:37])=[O:34].C(N(CC)CC)C. (4) Given the product [F:13][C:11]1[CH:10]=[CH:9][C:6]([CH:7]=[O:8])=[C:5]([C:15]2[O:14][CH:18]=[CH:17][CH:16]=2)[CH:12]=1, predict the reactants needed to synthesize it. The reactants are: B(O)O.Br[C:5]1[CH:12]=[C:11]([F:13])[CH:10]=[CH:9][C:6]=1[CH:7]=[O:8].[O:14]1[CH:18]=[CH:17][CH:16]=[C:15]1B(O)O. (5) Given the product [I:6][C:7]1[CH:8]=[C:9]2[C:14](=[CH:15][CH:16]=1)[NH:13][CH:12]=[C:11]([C:17]([OH:19])=[O:18])[C:10]2=[O:22], predict the reactants needed to synthesize it. The reactants are: [OH-].[Na+].C(O)C.[I:6][C:7]1[CH:8]=[C:9]2[C:14](=[CH:15][CH:16]=1)[NH:13][CH:12]=[C:11]([C:17]([O:19]CC)=[O:18])[C:10]2=[O:22].Cl. (6) Given the product [Br:31][C:27]1[CH:28]=[C:29]([Br:30])[C:21]2[N:20]=[C:17]([C:4]3[N:5]([C:7]4[C:12]([C:13]([F:14])([F:15])[F:16])=[CH:11][CH:10]=[CH:9][N:8]=4)[CH:6]=[C:2]([Br:1])[CH:3]=3)[O:19][C:23](=[O:24])[C:22]=2[CH:26]=1, predict the reactants needed to synthesize it. The reactants are: [Br:1][C:2]1[CH:3]=[C:4]([C:17]([OH:19])=O)[N:5]([C:7]2[C:12]([C:13]([F:16])([F:15])[F:14])=[CH:11][CH:10]=[CH:9][N:8]=2)[CH:6]=1.[NH2:20][C:21]1[C:29]([Br:30])=[CH:28][C:27]([Br:31])=[CH:26][C:22]=1[C:23](O)=[O:24].BrC1C=C(C(O)=O)N(C2C(Cl)=CC=CN=2)C=1.NC1C(C)=CC(Cl)=CC=1C(O)=O. (7) The reactants are: [C:1]1([CH2:7][C:8]([OH:10])=O)[CH:6]=[CH:5][CH:4]=[CH:3][CH:2]=1.[CH3:11][NH2:12]. Given the product [CH3:11][NH:12][C:8](=[O:10])[CH2:7][C:1]1[CH:6]=[CH:5][CH:4]=[CH:3][CH:2]=1, predict the reactants needed to synthesize it.